Dataset: CYP2C9 inhibition data for predicting drug metabolism from PubChem BioAssay. Task: Regression/Classification. Given a drug SMILES string, predict its absorption, distribution, metabolism, or excretion properties. Task type varies by dataset: regression for continuous measurements (e.g., permeability, clearance, half-life) or binary classification for categorical outcomes (e.g., BBB penetration, CYP inhibition). Dataset: cyp2c9_veith. (1) The compound is O=C(c1cc(C(F)(F)F)cc(C(F)(F)F)c1)N1CCC2(CCN(Cc3ccncc3)CC2)CC1. The result is 1 (inhibitor). (2) The compound is CN=C(NC#N)NCCSCc1nc[nH]c1C. The result is 0 (non-inhibitor). (3) The compound is Cc1cc(C(=O)N[C@H](c2ccccc2)[C@@]2(C)C[C@@H]2[C@@H](C)C(=O)Nc2ccc3ccccc3c2)n(C)n1. The result is 1 (inhibitor). (4) The molecule is COc1ccc(Oc2ncc3nc(CCc4ccccc4)c(=O)n(C4CC4)c3n2)cc1. The result is 1 (inhibitor). (5) The drug is O=C(O)[C@@H]1CS[C@@]2(CCCN(Cc3ccccc3)C2)N1. The result is 0 (non-inhibitor). (6) The drug is CC(C)[C@H](N=Cc1ccccc1O)C(=O)O. The result is 0 (non-inhibitor).